Dataset: Full USPTO retrosynthesis dataset with 1.9M reactions from patents (1976-2016). Task: Predict the reactants needed to synthesize the given product. (1) Given the product [C:1]([O:5][C:6]([N:8]1[CH2:12][CH2:11][CH:10]([O:13][C:15]2[CH:20]=[CH:19][C:18]([C:21]([F:24])([F:23])[F:22])=[CH:17][CH:16]=2)[CH2:9]1)=[O:7])([CH3:4])([CH3:2])[CH3:3], predict the reactants needed to synthesize it. The reactants are: [C:1]([O:5][C:6]([N:8]1[CH2:12][CH2:11][CH:10]([OH:13])[CH2:9]1)=[O:7])([CH3:4])([CH3:3])[CH3:2].O[C:15]1[CH:20]=[CH:19][C:18]([C:21]([F:24])([F:23])[F:22])=[CH:17][CH:16]=1.C1(P(C2C=CC=CC=2)C2C=CC=CC=2)C=CC=CC=1.N(C(OC(C)(C)C)=O)=NC(OC(C)(C)C)=O. (2) Given the product [NH:8]1[C:9]2[C:5](=[C:4]([NH2:1])[CH:12]=[CH:11][CH:10]=2)[CH:6]=[N:7]1, predict the reactants needed to synthesize it. The reactants are: [N+:1]([C:4]1[CH:12]=[CH:11][CH:10]=[C:9]2[C:5]=1[CH:6]=[N:7][NH:8]2)([O-])=O.[H][H]. (3) Given the product [CH2:1]([O:3][C:4]1[CH:5]=[C:6]([CH:15]=[CH:16][C:17]=1[O:18][CH3:19])[CH2:7][N:8]1[CH2:9][CH2:10][CH:11]([NH:14][C:23]2[N:24]=[CH:25][C:26]3[C:31]([CH3:33])([CH3:32])[O:30][C:29]([CH3:35])([CH3:34])[C:27]=3[N:28]=2)[CH2:12][CH2:13]1)[CH3:2], predict the reactants needed to synthesize it. The reactants are: [CH2:1]([O:3][C:4]1[CH:5]=[C:6]([CH:15]=[CH:16][C:17]=1[O:18][CH3:19])[CH2:7][N:8]1[CH2:13][CH2:12][CH:11]([NH2:14])[CH2:10][CH2:9]1)[CH3:2].[H-].[Na+].Cl[C:23]1[N:24]=[CH:25][C:26]2[C:31]([CH3:33])([CH3:32])[O:30][C:29]([CH3:35])([CH3:34])[C:27]=2[N:28]=1. (4) The reactants are: [H-].[Na+].[Br:3][C:4]1[CH:5]=[C:6]2[C:11](=[CH:12][CH:13]=1)[CH:10]=[C:9]([OH:14])[CH:8]=[CH:7]2.[CH2:15](Br)[C:16]1[CH:21]=[CH:20][CH:19]=[CH:18][CH:17]=1. Given the product [CH2:15]([O:14][C:9]1[CH:8]=[CH:7][C:6]2[C:11](=[CH:12][CH:13]=[C:4]([Br:3])[CH:5]=2)[CH:10]=1)[C:16]1[CH:21]=[CH:20][CH:19]=[CH:18][CH:17]=1, predict the reactants needed to synthesize it. (5) Given the product [F:1][C:2]1[CH:21]=[C:20]([N+:22]([O-:24])=[O:23])[CH:19]=[CH:18][C:3]=1[O:4][C:5]1[C:14]2[C:9](=[CH:10][C:11]([O:17][CH2:32][CH2:33][CH2:34][N:35]3[CH2:40][CH2:39][O:38][CH2:37][CH2:36]3)=[C:12]([O:15][CH3:16])[CH:13]=2)[N:8]=[CH:7][CH:6]=1, predict the reactants needed to synthesize it. The reactants are: [F:1][C:2]1[CH:21]=[C:20]([N+:22]([O-:24])=[O:23])[CH:19]=[CH:18][C:3]=1[O:4][C:5]1[C:14]2[C:9](=[CH:10][C:11]([OH:17])=[C:12]([O:15][CH3:16])[CH:13]=2)[N:8]=[CH:7][CH:6]=1.C(=O)([O-])[O-].[K+].[K+].Cl[CH2:32][CH2:33][CH2:34][N:35]1[CH2:40][CH2:39][O:38][CH2:37][CH2:36]1.O. (6) Given the product [Cl:33][C:34]1[CH:35]=[C:36]([NH:37][C:2]2[C:3]3[CH:25]=[C:11]([C:12]([O:14][CH3:15])=[O:13])[CH2:10][CH2:9][N:8]([CH2:16][C:17]4[CH:18]=[CH:19][C:20]([O:23][CH3:24])=[CH:21][CH:22]=4)[C:4]=3[N:5]=[CH:6][N:7]=2)[CH:38]=[CH:39][C:40]=1[O:41][C:42]1[CH:47]=[CH:46][CH:45]=[C:44]([C:48]([F:50])([F:51])[F:49])[CH:43]=1, predict the reactants needed to synthesize it. The reactants are: Cl[C:2]1[N:7]=[CH:6][N:5]=[C:4]([N:8]([CH2:16][C:17]2[CH:22]=[CH:21][C:20]([O:23][CH3:24])=[CH:19][CH:18]=2)[CH2:9][CH2:10][CH2:11][C:12]([O:14][CH3:15])=[O:13])[C:3]=1[CH:25]=O.C(=O)([O-])[O-].[Na+].[Na+].[Cl:33][C:34]1[CH:35]=[C:36]([CH:38]=[CH:39][C:40]=1[O:41][C:42]1[CH:47]=[CH:46][CH:45]=[C:44]([C:48]([F:51])([F:50])[F:49])[CH:43]=1)[NH2:37].O. (7) Given the product [Br:1][C:2]1[CH:7]=[CH:6][C:5]([Cl:8])=[CH:4][C:3]=1[CH2:9][CH2:10][O:11][Si:20]([CH:25]([CH3:27])[CH3:26])([CH:22]([CH3:24])[CH3:23])[CH:17]([CH3:19])[CH3:18], predict the reactants needed to synthesize it. The reactants are: [Br:1][C:2]1[CH:7]=[CH:6][C:5]([Cl:8])=[CH:4][C:3]=1[CH2:9][CH2:10][OH:11].N1C=CN=C1.[CH:17]([Si:20]([CH:25]([CH3:27])[CH3:26])([CH:22]([CH3:24])[CH3:23])Cl)([CH3:19])[CH3:18].Cl. (8) Given the product [I:8][C:6]1[CH:5]=[CH:4][N:3]2[N:31]=[C:24]([C:25]3[CH:30]=[CH:29][CH:28]=[CH:27][CH:26]=3)[N:1]=[C:2]2[CH:7]=1, predict the reactants needed to synthesize it. The reactants are: [NH2:1][C:2]1[CH:7]=[C:6]([I:8])[CH:5]=[CH:4][N:3]=1.O.N1C2C(=CC=C3C=2N=CC=C3)C=CC=1.[C:24](#[N:31])[C:25]1[CH:30]=[CH:29][CH:28]=[CH:27][CH:26]=1.